Dataset: NCI-60 drug combinations with 297,098 pairs across 59 cell lines. Task: Regression. Given two drug SMILES strings and cell line genomic features, predict the synergy score measuring deviation from expected non-interaction effect. (1) Drug 1: CC1C(C(CC(O1)OC2CC(CC3=C2C(=C4C(=C3O)C(=O)C5=C(C4=O)C(=CC=C5)OC)O)(C(=O)C)O)N)O.Cl. Drug 2: C1C(C(OC1N2C=NC(=NC2=O)N)CO)O. Cell line: NCI-H522. Synergy scores: CSS=31.2, Synergy_ZIP=-8.36, Synergy_Bliss=0.425, Synergy_Loewe=2.19, Synergy_HSA=2.83. (2) Drug 1: C1CCC(CC1)NC(=O)N(CCCl)N=O. Drug 2: CC(C)CN1C=NC2=C1C3=CC=CC=C3N=C2N. Cell line: HS 578T. Synergy scores: CSS=10.3, Synergy_ZIP=-1.45, Synergy_Bliss=6.20, Synergy_Loewe=-0.823, Synergy_HSA=0.488.